This data is from Reaction yield outcomes from USPTO patents with 853,638 reactions. The task is: Predict the reaction yield, written as a fraction of the theoretical maximum amount of product (1.0 means a 100% yield; for example, 0.34 means a 34% yield). (1) The reactants are Cl[C:2]1[C:11]2[C:6](=[CH:7][CH:8]=[C:9]([N:12]([CH3:14])[CH3:13])[CH:10]=2)[CH:5]=[C:4]([C:15]2[CH:20]=[CH:19][CH:18]=[C:17]([O:21][CH3:22])[CH:16]=2)[N:3]=1.[CH3:23][O:24][C:25]1[CH:32]=[CH:31][C:28]([CH2:29][NH2:30])=[CH:27][CH:26]=1.C(=O)([O-])[O-].[K+].[K+]. The catalyst is CN(C=O)C.O. The product is [CH3:23][O:24][C:25]1[CH:32]=[CH:31][C:28]([CH2:29][NH:30][C:2]2[C:11]3[C:6](=[CH:7][CH:8]=[C:9]([N:12]([CH3:14])[CH3:13])[CH:10]=3)[CH:5]=[C:4]([C:15]3[CH:20]=[CH:19][CH:18]=[C:17]([O:21][CH3:22])[CH:16]=3)[N:3]=2)=[CH:27][CH:26]=1. The yield is 0.470. (2) The yield is 0.360. The product is [Cl:20][C:21]1[CH:29]=[C:25]([C:26]([NH:14][C:12]2[S:13][C:9]([C:7]([CH:4]3[CH2:5][CH2:6][O:1][CH2:2][CH2:3]3)=[O:8])=[C:10]([C:15]3[CH:19]=[CH:18][O:17][CH:16]=3)[N:11]=2)=[O:27])[CH:24]=[CH:23][N:22]=1. The reactants are [O:1]1[CH2:6][CH2:5][CH:4]([C:7]([C:9]2[S:13][C:12]([NH2:14])=[N:11][C:10]=2[C:15]2[CH:19]=[CH:18][O:17][CH:16]=2)=[O:8])[CH2:3][CH2:2]1.[Cl:20][C:21]1[N:22]=[CH:23][CH:24]=[C:25]([CH:29]=1)[C:26](Cl)=[O:27]. The catalyst is N1C=CC=CC=1.CN(C1C=CN=CC=1)C. (3) The reactants are [CH3:1][O:2][C:3]1[CH:4]=[C:5]2[C:10](=[CH:11][C:12]=1[O:13][CH3:14])[N:9]=[CH:8][N:7]=[C:6]2[O:15][C:16]1[CH:22]=[CH:21][C:19]([NH2:20])=[CH:18][CH:17]=1.C1(C)C=CC=CC=1.C(N(CC)CC)C.Cl[C:38](Cl)([O:40]C(=O)OC(Cl)(Cl)Cl)Cl.[F:49][C:50]1[CH:58]=[CH:57][CH:56]=[CH:55][C:51]=1[CH:52]([OH:54])[CH3:53]. The catalyst is C(Cl)Cl. The product is [CH3:1][O:2][C:3]1[CH:4]=[C:5]2[C:10](=[CH:11][C:12]=1[O:13][CH3:14])[N:9]=[CH:8][N:7]=[C:6]2[O:15][C:16]1[CH:22]=[CH:21][C:19]([NH:20][C:38](=[O:40])[O:54][CH:52]([C:51]2[CH:55]=[CH:56][CH:57]=[CH:58][C:50]=2[F:49])[CH3:53])=[CH:18][CH:17]=1. The yield is 0.520.